From a dataset of Forward reaction prediction with 1.9M reactions from USPTO patents (1976-2016). Predict the product of the given reaction. (1) Given the reactants [Cl:1][C:2]1[CH:7]=[CH:6][N:5]=[C:4]([CH2:8][NH:9][C:10]2[O:11][C:12]3[C:18]([O:19][CH3:20])=[CH:17][C:16]([C:21]([O:23]C)=[O:22])=[CH:15][C:13]=3[N:14]=2)[CH:3]=1.[OH-].[Na+], predict the reaction product. The product is: [Cl:1][C:2]1[CH:7]=[CH:6][N:5]=[C:4]([CH2:8][NH:9][C:10]2[O:11][C:12]3[C:18]([O:19][CH3:20])=[CH:17][C:16]([C:21]([OH:23])=[O:22])=[CH:15][C:13]=3[N:14]=2)[CH:3]=1. (2) Given the reactants [C:1]([NH:4][CH2:5][CH2:6][CH2:7][S:8]([O:11][CH2:12][C:13]([CH3:31])([CH3:30])[C@@H:14]([O:22]CC1C=CC=CC=1)[C:15]([O:17][CH2:18][CH:19]([CH3:21])[CH3:20])=[O:16])(=[O:10])=[O:9])(=[O:3])[CH3:2], predict the reaction product. The product is: [C:1]([NH:4][CH2:5][CH2:6][CH2:7][S:8]([O:11][CH2:12][C:13]([CH3:30])([CH3:31])[C@@H:14]([OH:22])[C:15]([O:17][CH2:18][CH:19]([CH3:20])[CH3:21])=[O:16])(=[O:9])=[O:10])(=[O:3])[CH3:2]. (3) The product is: [C:43]([CH2:42][CH2:41][C:10]1[C:11]([CH2:15][CH2:16][CH2:17][CH2:18][CH2:19][CH2:20][O:21][C:22]2[CH:23]=[C:24]([C:31]3[CH:36]=[CH:35][C:34]([S:37]([CH3:40])(=[O:38])=[O:39])=[CH:33][CH:32]=3)[CH:25]=[C:26]([CH2:28][O:29][CH3:30])[CH:27]=2)=[CH:12][CH:13]=[CH:14][C:9]=1[O:8][CH2:7][CH2:6][CH2:5][C:4]([OH:48])=[O:3])([OH:45])=[O:44]. Given the reactants C([O:3][C:4](=[O:48])[CH2:5][CH2:6][CH2:7][O:8][C:9]1[CH:14]=[CH:13][CH:12]=[C:11]([CH2:15][CH2:16][CH2:17][CH2:18][CH2:19][CH2:20][O:21][C:22]2[CH:23]=[C:24]([C:31]3[CH:36]=[CH:35][C:34]([S:37]([CH3:40])(=[O:39])=[O:38])=[CH:33][CH:32]=3)[CH:25]=[C:26]([CH2:28][O:29][CH3:30])[CH:27]=2)[C:10]=1[CH2:41][CH2:42][C:43]([O:45]CC)=[O:44])C.[OH-].[Na+], predict the reaction product. (4) Given the reactants CN([CH:4]=[O:5])C.P(Cl)(Cl)([Cl:8])=O.[CH3:11][C:12]1([CH3:18])[CH2:16][CH2:15][C:14](=O)[CH2:13]1.C([O-])(=O)C.[Na+], predict the reaction product. The product is: [Cl:8][C:14]1[CH2:13][C:12]([CH3:18])([CH3:11])[CH2:16][C:15]=1[CH:4]=[O:5]. (5) Given the reactants Cl[C:2]1[C:3]2[N:10]=[C:9]([CH2:11][C:12]3[C:17]([Cl:18])=[CH:16][CH:15]=[CH:14][C:13]=3[Cl:19])[S:8][C:4]=2[N:5]=[CH:6][N:7]=1.C1(P(C2CCCCC2)C2C=CC=CC=2C2C=CC=CC=2)CCCCC1.[F:45][C:46]([F:55])([F:54])[C:47]1[CH:48]=[CH:49][C:50]([NH2:53])=[N:51][CH:52]=1.CC([O-])(C)C.[Na+], predict the reaction product. The product is: [Cl:19][C:13]1[CH:14]=[CH:15][CH:16]=[C:17]([Cl:18])[C:12]=1[CH2:11][C:9]1[S:8][C:4]2[N:5]=[CH:6][N:7]=[C:2]([NH:53][C:50]3[CH:49]=[CH:48][C:47]([C:46]([F:54])([F:45])[F:55])=[CH:52][N:51]=3)[C:3]=2[N:10]=1. (6) Given the reactants [CH:1]([N:4]1[CH:8]=[C:7]([C:9]2[CH:14]=[CH:13][N:12]=[C:11]([S:15][CH3:16])[N:10]=2)[C:6](N)=[N:5]1)([CH3:3])[CH3:2].C(ON=O)CC(C)C.C(I)[I:27], predict the reaction product. The product is: [I:27][C:6]1[C:7]([C:9]2[CH:14]=[CH:13][N:12]=[C:11]([S:15][CH3:16])[N:10]=2)=[CH:8][N:4]([CH:1]([CH3:3])[CH3:2])[N:5]=1.